This data is from Peptide-MHC class I binding affinity with 185,985 pairs from IEDB/IMGT. The task is: Regression. Given a peptide amino acid sequence and an MHC pseudo amino acid sequence, predict their binding affinity value. This is MHC class I binding data. The peptide sequence is FTRYRKEAI. The MHC is HLA-B07:02 with pseudo-sequence HLA-B07:02. The binding affinity (normalized) is 0.0847.